This data is from Aqueous solubility values for 9,982 compounds from the AqSolDB database. The task is: Regression/Classification. Given a drug SMILES string, predict its absorption, distribution, metabolism, or excretion properties. Task type varies by dataset: regression for continuous measurements (e.g., permeability, clearance, half-life) or binary classification for categorical outcomes (e.g., BBB penetration, CYP inhibition). For this dataset (solubility_aqsoldb), we predict Y. (1) The compound is CCN(CC)CCOC(=O)c1ccc(N)cc1. The Y is -1.72 log mol/L. (2) The molecule is CCCCC(CC)COC(=O)OCC(CC)CCCC. The Y is -6.98 log mol/L. (3) The compound is O=c1ccnc[nH]1. The Y is 0.586 log mol/L. (4) The molecule is NC(=O)C[C@H](NC(=O)CCl)C(=O)O. The Y is -0.319 log mol/L. (5) The compound is O=C1C2(Cl)C3(Cl)C4(Cl)C(Cl)(Cl)C5(Cl)C3(Cl)C1(Cl)C5(Cl)C24Cl. The Y is -5.26 log mol/L. (6) The drug is Cc1cc(O)c(Cc2ccccc2)c(C)c1Cl. The Y is -4.30 log mol/L. (7) The molecule is CCOc1ccccc1OCC. The Y is -2.41 log mol/L. (8) The compound is CCCCCCCCCCCCN1CCCC1=O. The Y is -4.67 log mol/L. (9) The molecule is C=C(C)C(=O)OCCO.O=P(O)(O)O. The Y is -0.960 log mol/L. (10) The drug is CCC(=O)OCCc1ccccc1. The Y is -3.12 log mol/L.